From a dataset of Forward reaction prediction with 1.9M reactions from USPTO patents (1976-2016). Predict the product of the given reaction. (1) Given the reactants [NH2:1][C:2]1[CH:13]=[CH:12][C:5]([C:6]([O:8][CH:9]([CH3:11])[CH3:10])=[O:7])=[CH:4][N:3]=1.C1C(=O)N([Br:21])C(=O)C1, predict the reaction product. The product is: [NH2:1][C:2]1[C:13]([Br:21])=[CH:12][C:5]([C:6]([O:8][CH:9]([CH3:10])[CH3:11])=[O:7])=[CH:4][N:3]=1. (2) Given the reactants Cl[CH2:2][CH2:3][CH2:4][C:5](=O)[CH3:6].[C-:8]#[N:9].[Na+].C([O-])(=O)C.[NH4+:15].O, predict the reaction product. The product is: [C:8]([C:3]1([CH3:2])[CH2:4][CH2:5][CH2:6][NH:15]1)#[N:9].[CH3:6][C:5]1[CH2:4][CH2:3][CH2:2][N:9]=1. (3) Given the reactants [F:1][CH:2]([C:8]1[N:9]=[N:10][C:11]([OH:14])=[CH:12][CH:13]=1)[C:3]([O:5][CH2:6][CH3:7])=[O:4].CI.[C:17](=O)([O-])[O-].[K+].[K+], predict the reaction product. The product is: [F:1][CH:2]([C:8]1[CH:13]=[CH:12][C:11](=[O:14])[N:10]([CH3:17])[N:9]=1)[C:3]([O:5][CH2:6][CH3:7])=[O:4]. (4) Given the reactants N#N.[Br:3][C:4]1[C:9]([F:10])=[CH:8][C:7](I)=[CH:6][C:5]=1[F:12].[Li]CCCC.[C:18](=O)=[O:19].S(C)C, predict the reaction product. The product is: [Br:3][C:4]1[C:9]([F:10])=[CH:8][C:7]([CH2:18][OH:19])=[CH:6][C:5]=1[F:12]. (5) Given the reactants COC(=O)C1C(C)=CC(C2C=CC=C(C(F)(F)F)C=2)=NC=1OC.Cl[C:25]1[N:30]=[C:29]([C:31]([N:33]2[CH2:38][CH2:37][CH:36]([N:39]3[CH2:43][CH2:42][CH2:41][CH2:40]3)[CH2:35][CH2:34]2)=[O:32])[C:28]([CH3:44])=[CH:27][C:26]=1[C:45]1[CH:50]=[CH:49][CH:48]=[C:47]([C:51]([F:54])([F:53])[F:52])[CH:46]=1.CC1(C)C(C)(C)OB([C:63]2[CH:64]=[CH:65][C:66]([NH2:69])=[N:67][CH:68]=2)O1, predict the reaction product. The product is: [NH2:69][C:66]1[N:67]=[CH:68][C:63]([C:25]2[C:26]([C:45]3[CH:50]=[CH:49][CH:48]=[C:47]([C:51]([F:52])([F:53])[F:54])[CH:46]=3)=[CH:27][C:28]([CH3:44])=[C:29]([C:31]([N:33]3[CH2:38][CH2:37][CH:36]([N:39]4[CH2:43][CH2:42][CH2:41][CH2:40]4)[CH2:35][CH2:34]3)=[O:32])[N:30]=2)=[CH:64][CH:65]=1. (6) Given the reactants [F:1][C:2]([F:25])([F:24])[C:3]1[CH:4]=[C:5]([CH:17]=[C:18]([C:20]([F:23])([F:22])[F:21])[CH:19]=1)[C:6]([N:8]1[CH2:13][CH2:12][CH2:11][CH:10]([C:14](O)=[O:15])[CH2:9]1)=[O:7].[Cl:26][C:27]1[CH:33]=[CH:32][C:30]([NH2:31])=[CH:29][CH:28]=1, predict the reaction product. The product is: [F:23][C:20]([F:21])([F:22])[C:18]1[CH:17]=[C:5]([CH:4]=[C:3]([C:2]([F:1])([F:24])[F:25])[CH:19]=1)[C:6]([N:8]1[CH2:13][CH2:12][CH2:11][CH:10]([C:14]([NH:31][C:30]2[CH:32]=[CH:33][C:27]([Cl:26])=[CH:28][CH:29]=2)=[O:15])[CH2:9]1)=[O:7]. (7) Given the reactants [CH2:1]([C:3]1[CH:8]=[CH:7][C:6]([C@H:9]2[CH2:14][C@@H:13]([C:15](F)([F:17])[F:16])[N:12]3[N:19]=[CH:20][C:21]([C:22]([O:24][CH2:25][CH3:26])=[O:23])=[C:11]3[NH:10]2)=[CH:5][CH:4]=1)[CH3:2].FC(F)C1N2N=CC(C(OCC)=O)=C2N=C(C2C=CC(CC)=CC=2)C=1.[BH4-].[Na+], predict the reaction product. The product is: [F:17][CH:15]([F:16])[C@H:13]1[N:12]2[N:19]=[CH:20][C:21]([C:22]([O:24][CH2:25][CH3:26])=[O:23])=[C:11]2[NH:10][C@@H:9]([C:6]2[CH:5]=[CH:4][C:3]([CH2:1][CH3:2])=[CH:8][CH:7]=2)[CH2:14]1. (8) Given the reactants [CH2:1]([O:3][P:4]([CH2:9][C:10]1[CH:15]=[CH:14][C:13]([NH:16][C:17]2[N:22]=[C:21]([NH:23][C:24]3[CH:32]=[CH:31][C:30](Br)=[C:29]4[C:25]=3[C:26](=[O:35])[N:27]([CH3:34])[CH2:28]4)[C:20]([C:36]([F:39])([F:38])[F:37])=[CH:19][N:18]=2)=[CH:12][CH:11]=1)(=[O:8])[O:5][CH2:6][CH3:7])[CH3:2].[C:40]([N:43]1[CH2:48][CH2:47][NH:46][CH2:45][CH2:44]1)(=[O:42])[CH3:41].C([O-])([O-])=O.[Cs+].[Cs+], predict the reaction product. The product is: [CH2:1]([O:3][P:4]([CH2:9][C:10]1[CH:15]=[CH:14][C:13]([NH:16][C:17]2[N:22]=[C:21]([NH:23][C:24]3[CH:32]=[CH:31][C:30]([N:46]4[CH2:47][CH2:48][N:43]([C:40](=[O:42])[CH3:41])[CH2:44][CH2:45]4)=[C:29]4[C:25]=3[C:26](=[O:35])[N:27]([CH3:34])[CH2:28]4)[C:20]([C:36]([F:39])([F:38])[F:37])=[CH:19][N:18]=2)=[CH:12][CH:11]=1)(=[O:8])[O:5][CH2:6][CH3:7])[CH3:2]. (9) Given the reactants C[N+]1([O-])CC[O:5]CC1.[CH2:9]([O:12][C@H:13]1[CH2:17][N:16]([C:18]([O:20][C:21]([CH3:24])([CH3:23])[CH3:22])=[O:19])[C@@H:15]([C:25]([O:27][CH3:28])=[O:26])[CH2:14]1)[CH:10]=[CH2:11].C(O)(C)(C)C.S([O-])([O-])=O.[Na+].[Na+].[OH2:40], predict the reaction product. The product is: [OH:40][CH:10]([CH2:11][OH:5])[CH2:9][O:12][C@H:13]1[CH2:17][N:16]([C:18]([O:20][C:21]([CH3:22])([CH3:23])[CH3:24])=[O:19])[C@@H:15]([C:25]([O:27][CH3:28])=[O:26])[CH2:14]1.